From a dataset of Forward reaction prediction with 1.9M reactions from USPTO patents (1976-2016). Predict the product of the given reaction. (1) The product is: [CH:1]1([CH2:4][O:5][C:6]2[CH:14]=[CH:13][C:9]([CH2:10][OH:11])=[C:8]([F:15])[CH:7]=2)[CH2:2][CH2:3]1. Given the reactants [CH:1]1([CH2:4][O:5][C:6]2[CH:14]=[CH:13][C:9]([C:10](O)=[O:11])=[C:8]([F:15])[CH:7]=2)[CH2:3][CH2:2]1.B.C1COCC1.O, predict the reaction product. (2) Given the reactants Cl[C:2]([O:4][CH2:5][C:6]1[CH:11]=[CH:10][CH:9]=[CH:8][CH:7]=1)=[O:3].[Br:12][C:13]1[CH:14]=[C:15]([C:25]([F:28])([F:27])[F:26])[C:16]([N:19]2[CH2:24][CH2:23][NH:22][CH2:21][CH2:20]2)=[N:17][CH:18]=1.C(N(C(C)C)CC)(C)C, predict the reaction product. The product is: [CH2:5]([O:4][C:2]([N:22]1[CH2:23][CH2:24][N:19]([C:16]2[C:15]([C:25]([F:28])([F:26])[F:27])=[CH:14][C:13]([Br:12])=[CH:18][N:17]=2)[CH2:20][CH2:21]1)=[O:3])[C:6]1[CH:11]=[CH:10][CH:9]=[CH:8][CH:7]=1. (3) Given the reactants [CH2:1]([CH:3]1[CH2:7][NH:6][N:5]=[CH:4]1)[CH3:2].C[S:9][C:10](SC)=[N:11][S:12]([C:15]1[CH:20]=[CH:19][CH:18]=[CH:17][C:16]=1[Cl:21])(=[O:14])=[O:13].N1C=CC=C[CH:25]=1, predict the reaction product. The product is: [Cl:21][C:16]1[CH:17]=[CH:18][CH:19]=[CH:20][C:15]=1[S:12]([N:11]=[C:10]([CH3:25])[S:9][N:5]1[CH2:4][CH:3]([CH2:1][CH3:2])[CH:7]=[N:6]1)(=[O:14])=[O:13]. (4) The product is: [CH3:9][C:10]1[CH:11]=[CH:12][C:13]([C:2]2[CH:7]=[CH:6][CH:5]=[C:4]([C:13]3[CH:12]=[CH:11][C:10]([CH3:9])=[CH:15][N:14]=3)[CH:3]=2)=[N:14][CH:15]=1. Given the reactants Br[C:2]1[CH:7]=[CH:6][CH:5]=[C:4](Br)[CH:3]=1.[CH3:9][C:10]1[CH:11]=[CH:12][C:13]([Sn](CCCC)(CCCC)CCCC)=[N:14][CH:15]=1.[Cl-].[Li+], predict the reaction product. (5) Given the reactants [Cl:1][C:2]1[CH:7]=[CH:6][C:5]([S:8]([NH:11][C@H:12]2[CH2:17][CH2:16][CH2:15][CH2:14][C@H:13]2[C:18]([NH2:20])=[O:19])(=[O:10])=[O:9])=[CH:4][CH:3]=1.Br[CH2:22][C:23]1[CH:28]=[CH:27][C:26]([F:29])=[CH:25][CH:24]=1, predict the reaction product. The product is: [Cl:1][C:2]1[CH:7]=[CH:6][C:5]([S:8]([N:11]([CH2:22][C:23]2[CH:28]=[CH:27][C:26]([F:29])=[CH:25][CH:24]=2)[C@H:12]2[CH2:17][CH2:16][CH2:15][CH2:14][C@H:13]2[C:18]([NH2:20])=[O:19])(=[O:9])=[O:10])=[CH:4][CH:3]=1. (6) Given the reactants CN([C:4]([O:8]N1N=NC2C=CC=NC1=2)=[N+:5](C)C)C.F[P-](F)(F)(F)(F)F.[C:25]([OH:31])([C:27]([F:30])([F:29])[F:28])=[O:26].[NH:32]1[CH2:36][CH2:35][CH2:34][C@H:33]1[C:37]1[NH:41][C:40]2[CH:42]=[C:43]([C:46]3[CH:55]=[CH:54][C:53]4[C:48](=[CH:49][CH:50]=[C:51]([C:56]5[NH:60][C:59]([C@@H:61]6[CH2:65][CH2:64][CH2:63][NH:62]6)=[N:58][CH:57]=5)[CH:52]=4)[CH:47]=3)[CH:44]=[CH:45][C:39]=2[N:38]=1.C(N([CH:72]([CH3:74])[CH3:73])CC)(C)C.[CH3:75][O:76][C:77]([NH:79][C@@H:80]([CH:84]([CH3:86])[CH3:85])[C:81]([OH:83])=O)=[O:78].[CH3:87][OH:88], predict the reaction product. The product is: [C:25]([OH:31])([C:27]([F:30])([F:29])[F:28])=[O:26].[CH3:75][O:76][C:77]([NH:79][C@@H:80]([CH:84]([CH3:86])[CH3:85])[C:81]([N:32]1[CH2:36][CH2:35][CH2:34][C@H:33]1[C:37]1[NH:38][C:39]2[CH:45]=[CH:44][C:43]([C:46]3[CH:47]=[C:48]4[C:53](=[CH:54][CH:55]=3)[CH:52]=[C:51]([C:56]3[N:60]=[C:59]([C@@H:61]5[CH2:65][CH2:64][CH2:63][N:62]5[C:25]([C@@H:27]([NH:5][C:4](=[O:8])[O:88][CH3:87])[CH:72]([CH3:73])[CH3:74])=[O:31])[NH:58][CH:57]=3)[CH:50]=[CH:49]4)=[CH:42][C:40]=2[N:41]=1)=[O:83])=[O:78].